From a dataset of Catalyst prediction with 721,799 reactions and 888 catalyst types from USPTO. Predict which catalyst facilitates the given reaction. (1) Reactant: [NH2:1][C:2]1[C:11]2[C:6](=[C:7]([F:25])[C:8]([NH:16][C:17]3[CH:22]=[CH:21][C:20]([Br:23])=[CH:19][C:18]=3[F:24])=[C:9]([C:12]([NH:14][NH2:15])=[O:13])[CH:10]=2)[N:5]=[N:4][CH:3]=1.Br[C:27]#[N:28].C([O-])(O)=O.[Na+]. Product: [NH2:28][C:27]1[O:13][C:12]([C:9]2[CH:10]=[C:11]3[C:6](=[C:7]([F:25])[C:8]=2[NH:16][C:17]2[CH:22]=[CH:21][C:20]([Br:23])=[CH:19][C:18]=2[F:24])[N:5]=[N:4][CH:3]=[C:2]3[NH2:1])=[N:14][N:15]=1. The catalyst class is: 38. (2) Product: [N+:1]([C:4]1[NH:8][N:7]=[C:6]([C:9]2[O:11][N:36]=[C:35]([C:37]3[CH:38]=[CH:39][C:40]([O:43][C:44]([F:45])([F:46])[F:47])=[CH:41][CH:42]=3)[N:34]=2)[CH:5]=1)([O-:3])=[O:2]. The catalyst class is: 18. Reactant: [N+:1]([C:4]1[NH:8][N:7]=[C:6]([C:9]([OH:11])=O)[CH:5]=1)([O-:3])=[O:2].CCN=C=NCCCN(C)C.C1C=CC2N(O)N=NC=2C=1.O[N:34]=[C:35]([C:37]1[CH:42]=[CH:41][C:40]([O:43][C:44]([F:47])([F:46])[F:45])=[CH:39][CH:38]=1)[NH2:36]. (3) Reactant: [Br:1][C:2]1[CH:7]=[CH:6][C:5]([S:8](Cl)(=[O:10])=[O:9])=[CH:4][CH:3]=1.[CH3:12][C:13]1[CH:17]=[C:16]([NH2:18])[O:15][N:14]=1. Product: [CH3:12][C:13]1[CH:17]=[C:16]([NH:18][S:8]([C:5]2[CH:6]=[CH:7][C:2]([Br:1])=[CH:3][CH:4]=2)(=[O:10])=[O:9])[O:15][N:14]=1. The catalyst class is: 17. (4) Reactant: [OH-].[Na+].C[O:4][C:5]([C:7]1[CH:17]=[C:16]([O:18][C:19]2[CH:24]=[CH:23][C:22]([C:25]([O:27][C:28]([CH3:31])([CH3:30])[CH3:29])=[O:26])=[C:21]([F:32])[CH:20]=2)[C:10]2[CH2:11][C:12]([CH3:15])([CH3:14])[O:13][C:9]=2[CH:8]=1)=[O:6]. Product: [C:28]([O:27][C:25]([C:22]1[CH:23]=[CH:24][C:19]([O:18][C:16]2[C:10]3[CH2:11][C:12]([CH3:15])([CH3:14])[O:13][C:9]=3[CH:8]=[C:7]([C:5]([OH:6])=[O:4])[CH:17]=2)=[CH:20][C:21]=1[F:32])=[O:26])([CH3:29])([CH3:30])[CH3:31]. The catalyst class is: 5.